Dataset: Peptide-MHC class I binding affinity with 185,985 pairs from IEDB/IMGT. Task: Regression. Given a peptide amino acid sequence and an MHC pseudo amino acid sequence, predict their binding affinity value. This is MHC class I binding data. (1) The peptide sequence is YTQKYPNL. The MHC is H-2-Db with pseudo-sequence H-2-Db. The binding affinity (normalized) is 0.0907. (2) The peptide sequence is KAALDLSHFL. The MHC is HLA-A02:01 with pseudo-sequence HLA-A02:01. The binding affinity (normalized) is 0.240.